This data is from Peptide-MHC class I binding affinity with 185,985 pairs from IEDB/IMGT. The task is: Regression. Given a peptide amino acid sequence and an MHC pseudo amino acid sequence, predict their binding affinity value. This is MHC class I binding data. (1) The peptide sequence is RTWKVLSIM. The MHC is HLA-A02:06 with pseudo-sequence HLA-A02:06. The binding affinity (normalized) is 0.0358. (2) The peptide sequence is PTLDNILGI. The MHC is HLA-A02:01 with pseudo-sequence HLA-A02:01. The binding affinity (normalized) is 0.186. (3) The peptide sequence is QEMPYPFVI. The MHC is HLA-B40:13 with pseudo-sequence HLA-B40:13. The binding affinity (normalized) is 0.635. (4) The peptide sequence is AYISSEATFPV. The MHC is Patr-A0901 with pseudo-sequence Patr-A0901. The binding affinity (normalized) is 1.00. (5) The peptide sequence is NVHRSQFAQ. The MHC is HLA-A02:03 with pseudo-sequence HLA-A02:03. The binding affinity (normalized) is 0.0847. (6) The peptide sequence is YTGPDHQEW. The MHC is HLA-B15:01 with pseudo-sequence HLA-B15:01. The binding affinity (normalized) is 0.0847.